Dataset: Peptide-MHC class I binding affinity with 185,985 pairs from IEDB/IMGT. Task: Regression. Given a peptide amino acid sequence and an MHC pseudo amino acid sequence, predict their binding affinity value. This is MHC class I binding data. The peptide sequence is AVNHYFKTR. The MHC is HLA-A03:01 with pseudo-sequence HLA-A03:01. The binding affinity (normalized) is 0.321.